This data is from Catalyst prediction with 721,799 reactions and 888 catalyst types from USPTO. The task is: Predict which catalyst facilitates the given reaction. (1) Reactant: [Br:1][C:2]1[CH:7]=[C:6]([N+:8]([O-:10])=[O:9])[C:5]([NH:11][CH3:12])=[CH:4][N+:3]=1[O-].P(Br)(Br)Br.O.CO. Product: [Br:1][C:2]1[N:3]=[CH:4][C:5]([NH:11][CH3:12])=[C:6]([N+:8]([O-:10])=[O:9])[CH:7]=1. The catalyst class is: 4. (2) Reactant: [Cl:1][C:2]1[CH:3]=[C:4]2[C:8](=[C:9]([CH2:11][C:12]([NH:14][CH2:15][C:16]3[CH:21]=[C:20]([C:22]([O:24][CH3:25])=[O:23])[CH:19]=[CH:18][N:17]=3)=O)[CH:10]=1)[N:7]([CH2:26][CH:27]([CH3:29])[CH3:28])[N:6]=[CH:5]2.P(Cl)(Cl)(Cl)=O.O.C(=O)([O-])O.[Na+]. Product: [Cl:1][C:2]1[CH:3]=[C:4]2[C:8](=[C:9]([CH2:11][C:12]3[N:17]4[CH:18]=[CH:19][C:20]([C:22]([O:24][CH3:25])=[O:23])=[CH:21][C:16]4=[CH:15][N:14]=3)[CH:10]=1)[N:7]([CH2:26][CH:27]([CH3:29])[CH3:28])[N:6]=[CH:5]2. The catalyst class is: 11. (3) Reactant: C([O:3][C:4](=[O:22])[C:5]1[C:10]([O:11][C:12]2[CH:17]=[C:16]([Cl:18])[CH:15]=[CH:14][C:13]=2[Cl:19])=[CH:9][C:8]([CH3:20])=[N:7][C:6]=1[Cl:21])C.O.O.[OH-].[Li+:26]. Product: [Cl:21][C:6]1[N:7]=[C:8]([CH3:20])[CH:9]=[C:10]([O:11][C:12]2[CH:17]=[C:16]([Cl:18])[CH:15]=[CH:14][C:13]=2[Cl:19])[C:5]=1[C:4]([O-:22])=[O:3].[Li+:26]. The catalyst class is: 12. (4) Reactant: [S:1]1[CH2:6][CH:5]=[C:4]([C:7]2[CH:8]=[CH:9][C:10]([NH2:13])=[N:11][CH:12]=2)[CH2:3][CH2:2]1. Product: [S:1]1[CH2:2][CH2:3][CH:4]([C:7]2[CH:8]=[CH:9][C:10]([NH2:13])=[N:11][CH:12]=2)[CH2:5][CH2:6]1. The catalyst class is: 687. (5) Reactant: Cl.[NH:2]1[C:10]2[C:5](=[CH:6][CH:7]=[C:8]([C:11]([O:13][CH2:14][CH:15]=[CH2:16])=[O:12])[CH:9]=2)[CH2:4][CH2:3]1.Cl.O.[N:19]([O-])=O.[Na+]. Product: [NH2:19][N:2]1[C:10]2[C:5](=[CH:6][CH:7]=[C:8]([C:11]([O:13][CH2:14][CH:15]=[CH2:16])=[O:12])[CH:9]=2)[CH2:4][CH2:3]1. The catalyst class is: 763.